Dataset: Catalyst prediction with 721,799 reactions and 888 catalyst types from USPTO. Task: Predict which catalyst facilitates the given reaction. (1) Reactant: [O:1]1[C:5]2[CH2:6][NH:7][CH2:8][CH2:9][CH:10]([OH:11])[C:4]=2[CH:3]=[CH:2]1.C(N(CC)CC)C.[F:19][C:20]([F:31])([F:30])[C:21](O[C:21](=[O:22])[C:20]([F:31])([F:30])[F:19])=[O:22].O. Product: [F:19][C:20]([F:31])([F:30])[C:21]([N:7]1[CH2:8][CH2:9][CH:10]([OH:11])[C:4]2[CH:3]=[CH:2][O:1][C:5]=2[CH2:6]1)=[O:22]. The catalyst class is: 2. (2) Reactant: [Br:1][C:2]1[C:10]([CH3:11])=[CH:9][C:5]([C:6](O)=[O:7])=[C:4]([F:12])[CH:3]=1.[CH3:13][S:14]([NH2:17])(=[O:16])=[O:15].Cl.C(N=C=NCCCN(C)C)C. Product: [Br:1][C:2]1[C:10]([CH3:11])=[CH:9][C:5]([C:6]([NH:17][S:14]([CH3:13])(=[O:16])=[O:15])=[O:7])=[C:4]([F:12])[CH:3]=1. The catalyst class is: 143. (3) The catalyst class is: 4. Product: [NH2:1][C:2]1[C:7]([C:8]2[CH:9]=[C:10]([NH:15][S:16]([C:19]3[CH:24]=[CH:23][C:22]([OH:25])=[CH:21][CH:20]=3)(=[O:18])=[O:17])[CH:11]=[C:12]([OH:14])[CH:13]=2)=[C:6]([NH:27][C@H:28]([C:30]2[N:35]([C:36]3[CH:41]=[CH:40][CH:39]=[CH:38][CH:37]=3)[C:34](=[O:42])[C:33]3=[C:43]([CH3:46])[CH:44]=[CH:45][N:32]3[N:31]=2)[CH3:29])[N:5]=[CH:4][N:3]=1. Reactant: [NH2:1][C:2]1[C:7]([C:8]2[CH:9]=[C:10]([NH:15][S:16]([C:19]3[CH:24]=[CH:23][C:22]([O:25]C)=[CH:21][CH:20]=3)(=[O:18])=[O:17])[CH:11]=[C:12]([OH:14])[CH:13]=2)=[C:6]([NH:27][C@H:28]([C:30]2[N:35]([C:36]3[CH:41]=[CH:40][CH:39]=[CH:38][CH:37]=3)[C:34](=[O:42])[C:33]3=[C:43]([CH3:46])[CH:44]=[CH:45][N:32]3[N:31]=2)[CH3:29])[N:5]=[CH:4][N:3]=1.B(Br)(Br)Br. (4) Reactant: [CH3:1][C:2]1[CH:7]=[CH:6][C:5]([C:8]([CH3:10])=[O:9])=[CH:4][CH:3]=1.[BrH:11].BrBr.O. Product: [Br:11][CH2:10][C:8]([C:5]1[CH:6]=[CH:7][C:2]([CH3:1])=[CH:3][CH:4]=1)=[O:9]. The catalyst class is: 15. (5) Reactant: C([N:5]1[C:10](=[O:11])[C:9]([Cl:12])=[C:8]([O:13][CH2:14][C:15]2[CH:20]=[CH:19][C:18]([CH2:21][O:22][CH2:23][CH2:24][OH:25])=[CH:17][CH:16]=2)[CH:7]=[N:6]1)(C)(C)C.[C:26]1([CH3:36])[CH:31]=[CH:30][C:29]([S:32](Cl)(=[O:34])=[O:33])=[CH:28][CH:27]=1.[CH2:37](N(CC)CC)C.CCC[CH2:47][CH2:48][CH3:49]. Product: [C:48]([CH:14]([O:13][C:8]1[CH:7]=[N:6][NH:5][C:10](=[O:11])[C:9]=1[Cl:12])[C:15]1[CH:16]=[CH:17][C:18]([CH2:21][O:22][CH2:23][CH2:24][O:25][S:32]([C:29]2[CH:30]=[CH:31][C:26]([CH3:36])=[CH:27][CH:28]=2)(=[O:34])=[O:33])=[CH:19][CH:20]=1)([CH3:47])([CH3:49])[CH3:37]. The catalyst class is: 96.